This data is from Reaction yield outcomes from USPTO patents with 853,638 reactions. The task is: Predict the reaction yield, written as a fraction of the theoretical maximum amount of product (1.0 means a 100% yield; for example, 0.34 means a 34% yield). The reactants are [NH:1]1[CH2:8][CH2:7][CH2:6][C@H:2]1[C:3]([OH:5])=[O:4].[Cl:9][C:10]([Cl:15])([Cl:14])[CH:11](O)O.S([O-])([O-])(=O)=O.[Na+].[Na+]. The catalyst is C(Cl)(Cl)Cl. The product is [Cl:9][C:10]([Cl:15])([Cl:14])[C@@H:11]1[N:1]2[CH2:8][CH2:7][CH2:6][C@H:2]2[C:3](=[O:5])[O:4]1. The yield is 0.630.